This data is from Catalyst prediction with 721,799 reactions and 888 catalyst types from USPTO. The task is: Predict which catalyst facilitates the given reaction. (1) Reactant: Cl[C:2]1[C:7]([N+:8]([O-:10])=[O:9])=[CH:6][CH:5]=[C:4]([O:11][CH3:12])[N:3]=1.[F-:13].[K+].Cl[C:16]([F:22])([F:21])C(OC)=O.[NH4+].[OH-].[NH4+].[Cl-]. Product: [CH3:12][O:11][C:4]1[N:3]=[C:2]([C:16]([F:22])([F:13])[F:21])[C:7]([N+:8]([O-:10])=[O:9])=[CH:6][CH:5]=1. The catalyst class is: 122. (2) Reactant: [Br:1][C:2]1[CH:7]=[CH:6][C:5]([C:8](=[N:22][O:23][CH2:24][CH3:25])[CH:9]2[CH2:14][CH2:13][N:12]([C:15]3([CH3:21])[CH2:20][CH2:19][NH:18][CH2:17][CH2:16]3)[CH2:11][CH2:10]2)=[CH:4][CH:3]=1.[N:26]1[C:35]2[C:30](=[CH:31][CH:32]=[CH:33][N:34]=2)[CH:29]=[CH:28][C:27]=1[C:36](O)=[O:37].CCN(CC)CC.CN(C(ON1N=NC2C=CC=NC1=2)=[N+](C)C)C.F[P-](F)(F)(F)(F)F. Product: [Br:1][C:2]1[CH:7]=[CH:6][C:5]([C:8](=[N:22][O:23][CH2:24][CH3:25])[CH:9]2[CH2:10][CH2:11][N:12]([C:15]3([CH3:21])[CH2:20][CH2:19][N:18]([C:36]([C:27]4[CH:28]=[CH:29][C:30]5[C:35](=[N:34][CH:33]=[CH:32][CH:31]=5)[N:26]=4)=[O:37])[CH2:17][CH2:16]3)[CH2:13][CH2:14]2)=[CH:4][CH:3]=1. The catalyst class is: 3. (3) Reactant: [OH:1][C@H:2]1[C@H:7]([CH3:8])[CH2:6][CH2:5][C@@H:4]([NH:9][C:10]2[C:15]([C:16]#[N:17])=[CH:14][N:13]=[C:12]([S:18][CH3:19])[N:11]=2)[CH2:3]1.[OH-:20].[Na+].OO. The catalyst class is: 16. Product: [OH:1][C@H:2]1[C@H:7]([CH3:8])[CH2:6][CH2:5][C@@H:4]([NH:9][C:10]2[C:15]([C:16]([NH2:17])=[O:20])=[CH:14][N:13]=[C:12]([S:18][CH3:19])[N:11]=2)[CH2:3]1. (4) Reactant: [F:1][C:2]1[N:7]=[C:6]([N:8]2[CH2:13][CH2:12][N:11]([CH2:14][CH2:15][CH2:16][N:17]3C(=O)C4C(=CC=CC=4)C3=O)[CH2:10][CH2:9]2)[CH:5]=[CH:4][CH:3]=1.O.NN. The catalyst class is: 8. Product: [F:1][C:2]1[N:7]=[C:6]([N:8]2[CH2:13][CH2:12][N:11]([CH2:14][CH2:15][CH2:16][NH2:17])[CH2:10][CH2:9]2)[CH:5]=[CH:4][CH:3]=1. (5) Reactant: C[Si]([N-][Si](C)(C)C)(C)C.[Li+].F[C:12]1[C:13]([C:20]2[NH:29][C:28](=[O:30])[C:27]3[C:22](=[CH:23][C:24]([O:33][CH3:34])=[CH:25][C:26]=3[O:31][CH3:32])[N:21]=2)=[N:14][CH:15]=[C:16]([O:18][CH3:19])[CH:17]=1.Cl.[NH2:36][C@@H:37]1[CH2:42][CH2:41][C@H:40]([C:43]([NH:45][CH:46]([CH3:48])[CH3:47])=[O:44])[CH2:39][CH2:38]1. Product: [CH3:32][O:31][C:26]1[CH:25]=[C:24]([O:33][CH3:34])[CH:23]=[C:22]2[C:27]=1[C:28](=[O:30])[NH:29][C:20]([C:13]1[C:12]([NH:36][C@@H:37]3[CH2:38][CH2:39][C@H:40]([C:43]([NH:45][CH:46]([CH3:48])[CH3:47])=[O:44])[CH2:41][CH2:42]3)=[CH:17][C:16]([O:18][CH3:19])=[CH:15][N:14]=1)=[N:21]2. The catalyst class is: 598. (6) Reactant: [NH2:1][C:2]1[CH:3]=[N:4][C:5]([NH:8][C:9]2[CH:24]=[CH:23][C:12]([C:13]([NH:15][CH2:16][CH2:17][N:18]3[CH2:22][CH2:21][CH2:20][CH2:19]3)=[O:14])=[CH:11][CH:10]=2)=[N:6][CH:7]=1.[Cl:25][C:26]1[CH:34]=[C:33](O)[CH:32]=[CH:31][C:27]=1[C:28](O)=[O:29].C(N(C(C)C)CC)(C)C.CN(C([O:52]N1N=NC2C=CC=NC1=2)=[N+](C)C)C.F[P-](F)(F)(F)(F)F. The catalyst class is: 3. Product: [Cl:25][C:26]1[CH:34]=[CH:33][C:32]([OH:52])=[CH:31][C:27]=1[C:28]([NH:1][C:2]1[CH:3]=[N:4][C:5]([NH:8][C:9]2[CH:10]=[CH:11][C:12]([C:13](=[O:14])[NH:15][CH2:16][CH2:17][N:18]3[CH2:19][CH2:20][CH2:21][CH2:22]3)=[CH:23][CH:24]=2)=[N:6][CH:7]=1)=[O:29]. (7) Reactant: [C:1]([O:5][P:6]([O:13][CH2:14][C:15]1[CH:16]=[C:17]([CH:22]=[CH:23][CH:24]=1)[C:18]([O:20]C)=[O:19])([O:8][C:9]([CH3:12])([CH3:11])[CH3:10])=[O:7])([CH3:4])([CH3:3])[CH3:2].[OH-].[Li+]. Product: [C:9]([O:8][P:6]([O:13][CH2:14][C:15]1[CH:16]=[C:17]([CH:22]=[CH:23][CH:24]=1)[C:18]([OH:20])=[O:19])([O:5][C:1]([CH3:4])([CH3:3])[CH3:2])=[O:7])([CH3:10])([CH3:11])[CH3:12]. The catalyst class is: 87.